Dataset: Full USPTO retrosynthesis dataset with 1.9M reactions from patents (1976-2016). Task: Predict the reactants needed to synthesize the given product. (1) Given the product [CH2:1]([N:3]1[C:11]2[C:6](=[N:7][CH:8]=[C:9]([F:12])[CH:10]=2)[C:5]([C:13]2[CH:18]=[CH:17][C:16]([O:19][C:27]3[N:26]([CH2:25][CH2:24][O:23][CH3:22])[C:30]4=[N:31][CH:32]=[CH:33][CH:34]=[C:29]4[N:28]=3)=[CH:15][CH:14]=2)=[N:4]1)[CH3:2], predict the reactants needed to synthesize it. The reactants are: [CH2:1]([N:3]1[C:11]2[C:6](=[N:7][CH:8]=[C:9]([F:12])[CH:10]=2)[C:5]([C:13]2[CH:18]=[CH:17][C:16]([OH:19])=[CH:15][CH:14]=2)=[N:4]1)[CH3:2].[H-].[Na+].[CH3:22][O:23][CH2:24][CH2:25][N:26]1[C:30]2=[N:31][CH:32]=[CH:33][CH:34]=[C:29]2[N:28]=[C:27]1S(C)(=O)=O.O. (2) Given the product [OH:12][C@@H:10]1[CH2:9][CH2:8][N:7]([C:30]([O:32][C:33]([CH3:34])([CH3:35])[CH3:36])=[O:31])[C@H:6]([CH2:5][CH2:4][C:3]([O:2][CH3:1])=[O:21])[CH2:11]1, predict the reactants needed to synthesize it. The reactants are: [CH3:1][O:2][C:3](=[O:21])/[CH:4]=[CH:5]/[C@@H:6]1[CH2:11][C@H:10]([OH:12])[CH2:9][CH2:8][N:7]1[C@@H](C1C=CC=CC=1)C.[C:30](O[C:30]([O:32][C:33]([CH3:36])([CH3:35])[CH3:34])=[O:31])([O:32][C:33]([CH3:36])([CH3:35])[CH3:34])=[O:31]. (3) Given the product [C:26]([O:25][C:23](=[O:24])[NH:17][C@H:18]([C:20]1[N:9]([CH3:10])[C:4]2[C:3]([C:11]3[CH:16]=[CH:15][CH:14]=[CH:13][N:12]=3)=[C:2]([F:1])[CH:7]=[CH:6][C:5]=2[N:8]=1)[CH3:19])([CH3:29])([CH3:28])[CH3:27], predict the reactants needed to synthesize it. The reactants are: [F:1][C:2]1[C:3]([C:11]2[CH:16]=[CH:15][CH:14]=[CH:13][N:12]=2)=[C:4]([NH:9][CH3:10])[C:5]([NH2:8])=[CH:6][CH:7]=1.[NH:17]([C:23]([O:25][C:26]([CH3:29])([CH3:28])[CH3:27])=[O:24])[C@H:18]([C:20](O)=O)[CH3:19].C1C=NC2N(O)N=NC=2C=1.C(Cl)CCl. (4) The reactants are: Cl[C:2]1[C:7]([N+:8]([O-:10])=[O:9])=[CH:6][C:5]([N+:11]([O-:13])=[O:12])=[CH:4][N:3]=1.[NH:14]1[CH2:19][CH2:18][CH2:17][CH2:16][CH:15]1[CH2:20][CH2:21][OH:22]. Given the product [N+:8]([C:7]1[C:2]([N:14]2[CH2:19][CH2:18][CH2:17][CH2:16][CH:15]2[CH2:20][CH2:21][OH:22])=[N:3][CH:4]=[C:5]([N+:11]([O-:13])=[O:12])[CH:6]=1)([O-:10])=[O:9], predict the reactants needed to synthesize it. (5) Given the product [C:1]([C:5]1[C:6]([NH:14][C:24](=[O:25])[CH2:23][C@@H:20]2[CH2:19][CH2:18][C@H:17]3[CH2:22][C@@H:21]2[C:16]3([CH3:15])[CH3:27])=[N:7][N:8]2[CH:13]=[CH:12][CH:11]=[N:10][C:9]=12)([CH3:4])([CH3:2])[CH3:3], predict the reactants needed to synthesize it. The reactants are: [C:1]([C:5]1[C:6]([NH2:14])=[N:7][N:8]2[CH:13]=[CH:12][CH:11]=[N:10][C:9]=12)([CH3:4])([CH3:3])[CH3:2].[CH3:15][C:16]1([CH3:27])[C@H:21]2[CH2:22][C@@H:17]1[CH2:18][CH2:19][C@H:20]2[CH2:23][C:24](O)=[O:25].